Dataset: Peptide-MHC class II binding affinity with 134,281 pairs from IEDB. Task: Regression. Given a peptide amino acid sequence and an MHC pseudo amino acid sequence, predict their binding affinity value. This is MHC class II binding data. (1) The peptide sequence is LAEGIVLASAALGPL. The MHC is DRB1_0801 with pseudo-sequence DRB1_0801. The binding affinity (normalized) is 0.616. (2) The peptide sequence is DVCKNFLKQVYFESF. The MHC is DRB1_0101 with pseudo-sequence DRB1_0101. The binding affinity (normalized) is 0. (3) The peptide sequence is LEAWLTEHGCNRLKR. The MHC is HLA-DQA10201-DQB10402 with pseudo-sequence HLA-DQA10201-DQB10402. The binding affinity (normalized) is 0.320. (4) The peptide sequence is QASPDLLRGLLSTFI. The MHC is HLA-DQA10201-DQB10202 with pseudo-sequence HLA-DQA10201-DQB10202. The binding affinity (normalized) is 0.0889. (5) The peptide sequence is MRHLFRGFHDPCEEG. The MHC is DRB1_0101 with pseudo-sequence DRB1_0101. The binding affinity (normalized) is 0.288. (6) The peptide sequence is DVKFPGGGQIVGGVY. The MHC is DRB1_0701 with pseudo-sequence DRB1_0701. The binding affinity (normalized) is 0.0845. (7) The peptide sequence is DHPGYELENDNQLLY. The MHC is DRB1_1501 with pseudo-sequence DRB1_1501. The binding affinity (normalized) is 0.328.